Task: Predict the product of the given reaction.. Dataset: Forward reaction prediction with 1.9M reactions from USPTO patents (1976-2016) (1) Given the reactants [CH2:1]([N:8]1[CH2:13][CH2:12][N:11](C(OC(C)(C)C)=O)[C@H:10]([CH2:21][C:22]2[CH:27]=[CH:26][C:25]([N:28]3[CH2:33][CH2:32][O:31][CH2:30][CH2:29]3)=[CH:24][CH:23]=2)[CH2:9]1)[C:2]1[CH:7]=[CH:6][CH:5]=[CH:4][CH:3]=1.C(O)(C(F)(F)F)=O.C(=O)([O-])O.[Na+].[Cl-].[Na+], predict the reaction product. The product is: [CH2:1]([N:8]1[CH2:13][CH2:12][NH:11][C@H:10]([CH2:21][C:22]2[CH:27]=[CH:26][C:25]([N:28]3[CH2:29][CH2:30][O:31][CH2:32][CH2:33]3)=[CH:24][CH:23]=2)[CH2:9]1)[C:2]1[CH:7]=[CH:6][CH:5]=[CH:4][CH:3]=1. (2) Given the reactants [NH2:1][C:2]1[N:7]=[CH:6][N:5]=[C:4]([NH:8][C:9]2[C:14]3=[CH:15][N:16]([C:18]4[C:25]([Cl:26])=[CH:24][C:21]([C:22]#[N:23])=[CH:20][C:19]=4[Cl:27])[N:17]=[C:13]3[C:12]([F:28])=[CH:11][N:10]=2)[CH:3]=1.Cl, predict the reaction product. The product is: [ClH:26].[NH2:1][C:2]1[N:7]=[CH:6][N:5]=[C:4]([NH:8][C:9]2[C:14]3=[CH:15][N:16]([C:18]4[C:25]([Cl:26])=[CH:24][C:21]([C:22]#[N:23])=[CH:20][C:19]=4[Cl:27])[N:17]=[C:13]3[C:12]([F:28])=[CH:11][N:10]=2)[CH:3]=1. (3) Given the reactants [OH:1][C:2]1[CH:9]=[CH:8][C:5]([C:6]#[N:7])=[C:4]([CH3:10])[CH:3]=1.CCN(C(C)C)C(C)C.[CH3:20][Si:21]([CH2:24][CH2:25][O:26][CH2:27]Cl)([CH3:23])[CH3:22], predict the reaction product. The product is: [CH3:10][C:4]1[CH:3]=[C:2]([O:1][CH2:27][O:26][CH2:25][CH2:24][Si:21]([CH3:23])([CH3:22])[CH3:20])[CH:9]=[CH:8][C:5]=1[C:6]#[N:7].